Dataset: Full USPTO retrosynthesis dataset with 1.9M reactions from patents (1976-2016). Task: Predict the reactants needed to synthesize the given product. (1) Given the product [CH2:1]([C:5]1([CH2:30][CH2:31][CH2:32][CH3:33])[C:17]2[CH:16]=[C:15]([C:18]3[CH:19]=[N:20][N:21]([C:23]4[CH:24]=[C:25]([CH:26]=[CH:27][CH:28]=4)[O:29][C:35]4[CH:40]=[CH:39][CH:38]=[CH:37][N:36]=4)[CH:22]=3)[CH:14]=[CH:13][C:12]=2[C:11]2[C:6]1=[CH:7][CH:8]=[CH:9][CH:10]=2)[CH2:2][CH2:3][CH3:4], predict the reactants needed to synthesize it. The reactants are: [CH2:1]([C:5]1([CH2:30][CH2:31][CH2:32][CH3:33])[C:17]2[CH:16]=[C:15]([C:18]3[CH:19]=[N:20][N:21]([C:23]4[CH:24]=[C:25]([OH:29])[CH:26]=[CH:27][CH:28]=4)[CH:22]=3)[CH:14]=[CH:13][C:12]=2[C:11]2[C:6]1=[CH:7][CH:8]=[CH:9][CH:10]=2)[CH2:2][CH2:3][CH3:4].Br[C:35]1[CH:40]=[CH:39][CH:38]=[CH:37][N:36]=1.N1C=CC=CC=1C(O)=O.[O-]P([O-])([O-])=O.[K+].[K+].[K+]. (2) Given the product [OH:24][CH:21]1[CH2:20][CH2:19][N:18]([C:16]([N:14]2[CH2:15][CH:10]([C:7]3[CH:8]=[CH:9][C:4]([O:3][C:2]([F:1])([F:29])[F:30])=[CH:5][CH:6]=3)[CH2:11][CH:12]([C:25]([OH:27])=[O:26])[CH2:13]2)=[O:17])[CH2:23][CH2:22]1, predict the reactants needed to synthesize it. The reactants are: [F:1][C:2]([F:30])([F:29])[O:3][C:4]1[CH:9]=[CH:8][C:7]([CH:10]2[CH2:15][N:14]([C:16]([N:18]3[CH2:23][CH2:22][CH:21]([OH:24])[CH2:20][CH2:19]3)=[O:17])[CH2:13][CH:12]([C:25]([O:27]C)=[O:26])[CH2:11]2)=[CH:6][CH:5]=1.CC(C)([O-])C.[K+].Cl. (3) Given the product [CH3:30][O:29][C:26]([C:10]1[C:14]([C:15]([O:17][CH3:18])=[O:16])=[C:13]([CH3:19])[N:1]2[C:9]3[CH:8]=[CH:7][CH:6]=[CH:5][C:4]=3[CH2:3][C:2]=12)=[O:28], predict the reactants needed to synthesize it. The reactants are: [NH:1]1[C:9]2[C:4](=[CH:5][CH:6]=[CH:7][CH:8]=2)[CH2:3][CH:2]1[C:10](O)=O.[C:13]([C:19](OC)=O)#[C:14][C:15]([O:17][CH3:18])=[O:16].C(=O)=O.[C:26]([O:29][C:30](=O)C)(=[O:28])C. (4) Given the product [CH2:21]([CH:28]1[CH2:33][CH2:32][N:31]([CH2:2][CH2:3][CH2:4][N:5]2[C:14]3[CH:13]=[CH:12][CH:11]=[C:10]([CH:15]=[O:19])[C:9]=3[CH2:8][CH2:7][C:6]2=[O:20])[CH2:30][CH2:29]1)[C:22]1[CH:27]=[CH:26][CH:25]=[CH:24][CH:23]=1, predict the reactants needed to synthesize it. The reactants are: Br[CH2:2][CH2:3][CH2:4][N:5]1[C:14]2[C:9](=[C:10]([CH:15]3[O:19]CCO3)[CH:11]=[CH:12][CH:13]=2)[CH2:8][CH2:7][C:6]1=[O:20].[CH2:21]([CH:28]1[CH2:33][CH2:32][NH:31][CH2:30][CH2:29]1)[C:22]1[CH:27]=[CH:26][CH:25]=[CH:24][CH:23]=1.C(=O)([O-])[O-].[K+].[K+].